This data is from Full USPTO retrosynthesis dataset with 1.9M reactions from patents (1976-2016). The task is: Predict the reactants needed to synthesize the given product. (1) Given the product [F:32][C:19]1[C:20]([NH:22][C:23]([NH:25][C:26]2[CH:31]=[CH:30][CH:29]=[CH:28][CH:27]=2)=[O:24])=[CH:21][C:16]([C:7]2[C:8](=[O:15])[N:9]([CH:12]([CH3:14])[CH3:13])[C:10]3[C:5]([CH:6]=2)=[CH:4][N:3]=[C:2]([NH:38][C:39](=[O:41])[O:40][C:49]([CH3:51])([CH3:50])[CH3:48])[CH:11]=3)=[C:17]([CH3:33])[CH:18]=1, predict the reactants needed to synthesize it. The reactants are: Cl[C:2]1[CH:11]=[C:10]2[C:5]([CH:6]=[C:7]([C:16]3[C:17]([CH3:33])=[CH:18][C:19]([F:32])=[C:20]([NH:22][C:23]([NH:25][C:26]4[CH:31]=[CH:30][CH:29]=[CH:28][CH:27]=4)=[O:24])[CH:21]=3)[C:8](=[O:15])[N:9]2[CH:12]([CH3:14])[CH3:13])=[CH:4][N:3]=1.C([NH:38][C:39](=[O:41])[O-:40])(C)(C)C.C([O-])([O-])=O.[Cs+].[Cs+].[CH3:48][CH:49]([C:51]1C=[C:48]([CH:49]([CH3:51])[CH3:50])C(C2C=CC=CC=2P(C2CCCCC2)C2CCCCC2)=[C:48]([CH:49]([CH3:51])[CH3:50])C=1)[CH3:50]. (2) Given the product [CH3:1][O:2][C:3]1[C:4]([CH3:12])=[C:5]([C:6]([N:13]2[CH2:18][CH2:17][O:16][CH2:15][CH2:14]2)=[O:8])[CH:9]=[CH:10][CH:11]=1, predict the reactants needed to synthesize it. The reactants are: [CH3:1][O:2][C:3]1[C:4]([CH3:12])=[C:5]([CH:9]=[CH:10][CH:11]=1)[C:6]([OH:8])=O.[NH:13]1[CH2:18][CH2:17][O:16][CH2:15][CH2:14]1.Cl.C(N=C=NCCCN(C)C)C.ON1C2C=CC=CC=2N=N1. (3) Given the product [CH3:2][C:3]([CH3:47])([CH2:45][CH3:46])[CH2:4][C:5]1[N:6]=[C:7]([CH2:29][CH:30]([C:32]2[CH:37]=[CH:36][C:35]([C:38]3[CH:43]=[CH:42][C:41]([F:44])=[CH:40][N:39]=3)=[CH:34][CH:33]=2)[NH2:31])[NH:8][CH:9]=1, predict the reactants needed to synthesize it. The reactants are: Cl.[CH3:2][C:3]([CH3:47])([CH2:45][CH3:46])[CH2:4][C:5]1[N:6]=[C:7]([CH2:29][CH:30]([C:32]2[CH:37]=[CH:36][C:35]([C:38]3[CH:43]=[CH:42][C:41]([F:44])=[CH:40][N:39]=3)=[CH:34][CH:33]=2)[NH2:31])[N:8](C(C2C=CC=CC=2)(C2C=CC=CC=2)C2C=CC=CC=2)[CH:9]=1. (4) Given the product [F:14][C:8]1[C:9]([F:13])=[CH:10][CH:11]=[CH:12][C:7]=1[CH:5]1[C:4](=[O:15])[C:3]([O:16][S:31]([CH2:30][C:24]2[CH:29]=[CH:28][CH:27]=[CH:26][CH:25]=2)(=[O:33])=[O:32])=[C:2]([NH2:1])[O:6]1, predict the reactants needed to synthesize it. The reactants are: [NH2:1][C:2]1[O:6][CH:5]([C:7]2[CH:12]=[CH:11][CH:10]=[C:9]([F:13])[C:8]=2[F:14])[C:4](=[O:15])[C:3]=1[OH:16].C(N(CC)CC)C.[C:24]1([CH2:30][S:31](Cl)(=[O:33])=[O:32])[CH:29]=[CH:28][CH:27]=[CH:26][CH:25]=1.[Cl-].[NH4+]. (5) The reactants are: [C:1]([O:5][C:6]([C:8]1[C:16]2[CH2:15][CH2:14][N:13]([CH2:17][C:18]3[CH:23]=[CH:22][C:21]([O:24][CH3:25])=[CH:20][CH:19]=3)[CH:12]([CH2:26][NH2:27])[C:11]=2[S:10][C:9]=1[NH2:28])=[O:7])([CH3:4])([CH3:3])[CH3:2].[C:29](Cl)(=[O:36])[C:30]1[CH:35]=[CH:34][CH:33]=[CH:32][CH:31]=1. Given the product [C:1]([O:5][C:6]([C:8]1[C:16]2[CH2:15][CH2:14][N:13]([CH2:17][C:18]3[CH:19]=[CH:20][C:21]([O:24][CH3:25])=[CH:22][CH:23]=3)[CH:12]([CH2:26][NH:27][C:29](=[O:36])[C:30]3[CH:35]=[CH:34][CH:33]=[CH:32][CH:31]=3)[C:11]=2[S:10][C:9]=1[NH2:28])=[O:7])([CH3:4])([CH3:2])[CH3:3], predict the reactants needed to synthesize it.